From a dataset of Full USPTO retrosynthesis dataset with 1.9M reactions from patents (1976-2016). Predict the reactants needed to synthesize the given product. (1) Given the product [Cl:8][C:5]1[N:6]=[CH:7][C:2]([N:20]2[C@H:16]([CH2:15][N:9]3[CH2:10][CH2:11][CH2:12][CH2:13][CH2:14]3)[CH2:17][CH2:18][C:19]2=[O:21])=[CH:3][CH:4]=1, predict the reactants needed to synthesize it. The reactants are: Br[C:2]1[CH:3]=[CH:4][C:5]([Cl:8])=[N:6][CH:7]=1.[N:9]1([CH2:15][C@H:16]2[NH:20][C:19](=[O:21])[CH2:18][CH2:17]2)[CH2:14][CH2:13][CH2:12][CH2:11][CH2:10]1.C(=O)([O-])[O-].[Cs+].[Cs+]. (2) Given the product [CH3:13][O:12][C:5]1[CH:6]=[N:7][C:8]2[C:3]([CH:4]=1)=[C:2]([CH:20]=[CH2:21])[CH:11]=[CH:10][CH:9]=2, predict the reactants needed to synthesize it. The reactants are: Br[C:2]1[CH:11]=[CH:10][CH:9]=[C:8]2[C:3]=1[CH:4]=[C:5]([O:12][CH3:13])[CH:6]=[N:7]2.C(=O)([O-])[O-].O.N1C=CC=[CH:21][CH:20]=1.